This data is from Full USPTO retrosynthesis dataset with 1.9M reactions from patents (1976-2016). The task is: Predict the reactants needed to synthesize the given product. The reactants are: [CH3:1][O:2][C:3]([C:5]1[O:6][C:7]([C:9]2[C:14]([C:15]=1[C:16]1[CH:21]=[CH:20][CH:19]=[CH:18][CH:17]=1)=[CH:13][C:12]([Br:22])=[CH:11][CH:10]=2)=O)=[O:4].[CH3:23][O:24][C:25](=[O:36])[CH2:26][CH2:27][C:28]1[CH:33]=[CH:32][C:31]([CH2:34][NH2:35])=[CH:30][CH:29]=1. Given the product [CH3:1][O:2][C:3]([C:5]1[N:35]([CH2:34][C:31]2[CH:32]=[CH:33][C:28]([CH2:27][CH2:26][C:25]([O:24][CH3:23])=[O:36])=[CH:29][CH:30]=2)[C:7](=[O:6])[C:9]2[C:14]([C:15]=1[C:16]1[CH:21]=[CH:20][CH:19]=[CH:18][CH:17]=1)=[CH:13][C:12]([Br:22])=[CH:11][CH:10]=2)=[O:4], predict the reactants needed to synthesize it.